Dataset: Reaction yield outcomes from USPTO patents with 853,638 reactions. Task: Predict the reaction yield, written as a fraction of the theoretical maximum amount of product (1.0 means a 100% yield; for example, 0.34 means a 34% yield). The catalyst is C(Cl)(Cl)Cl. The product is [CH2:9]([O:8][C:6](=[O:7])[CH:5]([N:11]([C:14]([O:16][C:17]([CH3:20])([CH3:19])[CH3:18])=[O:15])[CH3:12])[C:4]([O:3][CH2:1][CH3:2])=[O:13])[CH3:10]. The yield is 0.820. The reactants are [CH2:1]([O:3][C:4](=[O:13])[CH:5]([NH:11][CH3:12])[C:6]([O:8][CH2:9][CH3:10])=[O:7])[CH3:2].[C:14](O[C:14]([O:16][C:17]([CH3:20])([CH3:19])[CH3:18])=[O:15])([O:16][C:17]([CH3:20])([CH3:19])[CH3:18])=[O:15].